Dataset: KCNQ2 potassium channel screen with 302,405 compounds. Task: Binary Classification. Given a drug SMILES string, predict its activity (active/inactive) in a high-throughput screening assay against a specified biological target. (1) The result is 0 (inactive). The drug is s1c(NC(=O)c2occc2)c(C(=O)N2CCCCC2)c(c1C)CC. (2) The molecule is S1CCN(C(=O)C2CN(C(=O)CC2)CCc2ccc(OC)cc2)CC1. The result is 0 (inactive). (3) The drug is S(c1nc2CCCCCc2cc1C#N)CC(=O)N. The result is 0 (inactive). (4) The compound is s1nnc(C(=O)NC(=S)Nc2ccccc2)c1. The result is 1 (active). (5) The drug is O(c1cc(/C=N\N2CCN(CC2)Cc2ccccc2)cc(OC)c1OC(=O)C)C. The result is 0 (inactive). (6) The compound is O=C1c2c(C(=O)/C1=C(\NCc1ccc(OC)cc1)C#N)cccc2. The result is 0 (inactive).